From a dataset of Full USPTO retrosynthesis dataset with 1.9M reactions from patents (1976-2016). Predict the reactants needed to synthesize the given product. (1) Given the product [C:1]([O:5][C:6]([NH:8][C@:9]([C:18]1[O:22][C:21]([C:23]2[CH:24]=[C:25]([CH:31]=[C:32]([C:34]3([C:39]#[N:40])[CH2:38][CH2:37][CH2:36][CH2:35]3)[CH:33]=2)[C:26]([OH:28])=[O:27])=[N:20][N:19]=1)([CH3:17])[CH2:10][C:11]1[CH:16]=[CH:15][CH:14]=[CH:13][CH:12]=1)=[O:7])([CH3:2])([CH3:3])[CH3:4], predict the reactants needed to synthesize it. The reactants are: [C:1]([O:5][C:6]([NH:8][C@:9]([C:18]1[O:22][C:21]([C:23]2[CH:24]=[C:25]([CH:31]=[C:32]([C:34]3([C:39]#[N:40])[CH2:38][CH2:37][CH2:36][CH2:35]3)[CH:33]=2)[C:26]([O:28]CC)=[O:27])=[N:20][N:19]=1)([CH3:17])[CH2:10][C:11]1[CH:16]=[CH:15][CH:14]=[CH:13][CH:12]=1)=[O:7])([CH3:4])([CH3:3])[CH3:2].O[Li].O. (2) Given the product [C:22]1([C:19]2([C:14]3[N:13]=[C:12]4[S:11][C:10]([C:6]5[CH:5]=[C:4]6[C:9](=[CH:8][CH:7]=5)[CH2:1][N:2]([CH2:38][C:39]([O:41][CH3:42])=[O:40])[CH2:3]6)=[N:18][C:17]4=[CH:16][CH:15]=3)[CH2:20][CH2:21]2)[CH:23]=[CH:24][CH:25]=[CH:26][CH:27]=1, predict the reactants needed to synthesize it. The reactants are: [CH2:1]1[C:9]2[C:4](=[CH:5][C:6]([C:10]3[S:11][C:12]4[C:17]([N:18]=3)=[CH:16][CH:15]=[C:14]([C:19]3([C:22]5[CH:27]=[CH:26][CH:25]=[CH:24][CH:23]=5)[CH2:21][CH2:20]3)[N:13]=4)=[CH:7][CH:8]=2)[CH2:3][NH:2]1.C(N(C(C)C)CC)(C)C.Br[CH2:38][C:39]([O:41][CH3:42])=[O:40].